Dataset: Forward reaction prediction with 1.9M reactions from USPTO patents (1976-2016). Task: Predict the product of the given reaction. (1) Given the reactants [CH3:1][O:2][C:3]1[CH:8]=[CH:7][C:6]([N:9]2[C:13]([NH2:14])=[CH:12][CH:11]=[N:10]2)=[CH:5][CH:4]=1.CCN(C(C)C)C(C)C.[CH3:24][C:25]1[CH:30]=[CH:29][C:28]([CH3:31])=[CH:27][C:26]=1[N:32]1[C:36]([S:37][CH2:38][C:39](O)=[O:40])=[N:35][N:34]=[N:33]1.CN(C(ON1N=NC2C=CC=NC1=2)=[N+](C)C)C.F[P-](F)(F)(F)(F)F, predict the reaction product. The product is: [CH3:24][C:25]1[CH:30]=[CH:29][C:28]([CH3:31])=[CH:27][C:26]=1[N:32]1[C:36]([S:37][CH2:38][C:39]([NH:14][C:13]2[N:9]([C:6]3[CH:5]=[CH:4][C:3]([O:2][CH3:1])=[CH:8][CH:7]=3)[N:10]=[CH:11][CH:12]=2)=[O:40])=[N:35][N:34]=[N:33]1. (2) Given the reactants [Cl-].[N:2]1([C:8](=[O:20])[CH2:9][N+:10]2[C:19]3[C:14](=[CH:15][CH:16]=[CH:17][CH:18]=3)[CH:13]=[CH:12][CH:11]=2)[CH2:7][CH2:6][O:5][CH2:4][CH2:3]1.ClCC(N1CCOCC1)=O.[N:31]1C2C(=CC=CC=2)[CH:34]=[CH:33][CH:32]=1, predict the reaction product. The product is: [C:32]([C:33]1[CH:34]=[C:9]([C:8]([N:2]2[CH2:7][CH2:6][O:5][CH2:4][CH2:3]2)=[O:20])[N:10]2[C:19]3[C:14](=[CH:15][CH:16]=[CH:17][CH:18]=3)[CH:13]=[CH:12][C:11]=12)#[N:31]. (3) Given the reactants [C:1]([N:4]1[CH2:9][CH2:8][C:7]2[C:10]([C:14]#[N:15])=[C:11]([NH2:13])[S:12][C:6]=2[CH2:5]1)(=[O:3])[CH3:2].[C:16](Cl)(=[O:23])[C:17]1[CH:22]=[CH:21][CH:20]=[CH:19][CH:18]=1, predict the reaction product. The product is: [C:1]([N:4]1[CH2:9][CH2:8][C:7]2[C:10]([C:14]#[N:15])=[C:11]([NH:13][C:16](=[O:23])[C:17]3[CH:22]=[CH:21][CH:20]=[CH:19][CH:18]=3)[S:12][C:6]=2[CH2:5]1)(=[O:3])[CH3:2].